This data is from NCI-60 drug combinations with 297,098 pairs across 59 cell lines. The task is: Regression. Given two drug SMILES strings and cell line genomic features, predict the synergy score measuring deviation from expected non-interaction effect. (1) Drug 1: CN1CCC(CC1)COC2=C(C=C3C(=C2)N=CN=C3NC4=C(C=C(C=C4)Br)F)OC. Drug 2: CCN(CC)CCNC(=O)C1=C(NC(=C1C)C=C2C3=C(C=CC(=C3)F)NC2=O)C. Cell line: KM12. Synergy scores: CSS=40.6, Synergy_ZIP=5.16, Synergy_Bliss=2.80, Synergy_Loewe=-12.0, Synergy_HSA=0.538. (2) Drug 1: C1=CC(=CC=C1CCCC(=O)O)N(CCCl)CCCl. Drug 2: CC1=C(C=C(C=C1)NC(=O)C2=CC=C(C=C2)CN3CCN(CC3)C)NC4=NC=CC(=N4)C5=CN=CC=C5. Cell line: SF-268. Synergy scores: CSS=34.2, Synergy_ZIP=0.584, Synergy_Bliss=-1.56, Synergy_Loewe=-3.84, Synergy_HSA=-2.97.